Task: Regression. Given a peptide amino acid sequence and an MHC pseudo amino acid sequence, predict their binding affinity value. This is MHC class I binding data.. Dataset: Peptide-MHC class I binding affinity with 185,985 pairs from IEDB/IMGT (1) The peptide sequence is HEEFTTNYL. The MHC is HLA-B57:01 with pseudo-sequence HLA-B57:01. The binding affinity (normalized) is 0.0847. (2) The peptide sequence is DTGCRIDGY. The binding affinity (normalized) is 0.0847. The MHC is HLA-B58:01 with pseudo-sequence HLA-B58:01. (3) The peptide sequence is RRARSLSAERY. The MHC is HLA-B07:02 with pseudo-sequence HLA-B07:02. The binding affinity (normalized) is 0.0396. (4) The peptide sequence is FIRDCSVAL. The MHC is HLA-A69:01 with pseudo-sequence HLA-A69:01. The binding affinity (normalized) is 0.419.